This data is from Peptide-MHC class I binding affinity with 185,985 pairs from IEDB/IMGT. The task is: Regression. Given a peptide amino acid sequence and an MHC pseudo amino acid sequence, predict their binding affinity value. This is MHC class I binding data. The peptide sequence is IIKLPTLFGR. The binding affinity (normalized) is 0.545. The MHC is HLA-A11:01 with pseudo-sequence HLA-A11:01.